Dataset: Full USPTO retrosynthesis dataset with 1.9M reactions from patents (1976-2016). Task: Predict the reactants needed to synthesize the given product. (1) Given the product [Br:15][C:16]1[CH:21]=[CH:20][C:19]([F:22])=[CH:18][C:17]=1[C:23]([CH3:43])([CH3:42])[CH2:24][C:25]([OH:41])([C:2]([F:4])([F:3])[F:1])[C:26]([NH:28][C:29]1[CH:30]=[CH:31][C:32]2[C:37](=[O:38])[O:36][N:35]=[C:34]([CH3:39])[C:33]=2[CH:40]=1)=[O:27], predict the reactants needed to synthesize it. The reactants are: [F:1][C:2]([Si](C)(C)C)([F:4])[F:3].C(=O)([O-])[O-].[Cs+].[Cs+].[Br:15][C:16]1[CH:21]=[CH:20][C:19]([F:22])=[CH:18][C:17]=1[C:23]([CH3:43])([CH3:42])[CH2:24][C:25](=[O:41])[C:26]([NH:28][C:29]1[CH:30]=[CH:31][C:32]2[C:37](=[O:38])[O:36][N:35]=[C:34]([CH3:39])[C:33]=2[CH:40]=1)=[O:27].[SiH4]. (2) Given the product [ClH:15].[NH:5]([C:6]1[CH:7]=[N:8][CH:9]=[CH:10][CH:11]=1)[NH2:1], predict the reactants needed to synthesize it. The reactants are: [N:1]([O-])=O.[Na+].[NH2:5][C:6]1[CH:7]=[N:8][CH:9]=[CH:10][CH:11]=1.O.O.[Sn](Cl)[Cl:15]. (3) The reactants are: [CH3:1][N:2]1[C:6]2[CH:7]=[C:8](B3OC(C)(C)C(C)(C)O3)[CH:9]=[CH:10][C:5]=2[N:4]=[N:3]1.[Cl:20][C:21]1[CH:29]=[C:28]2[C:24]([C:25](I)=[N:26][N:27]2[C:30]([C:43]2[CH:48]=[CH:47][CH:46]=[CH:45][CH:44]=2)([C:37]2[CH:42]=[CH:41][CH:40]=[CH:39][CH:38]=2)[C:31]2[CH:36]=[CH:35][CH:34]=[CH:33][CH:32]=2)=[CH:23][C:22]=1[C:50]([O:52][CH3:53])=[O:51].C(=O)(O)[O-].[Na+]. Given the product [Cl:20][C:21]1[CH:29]=[C:28]2[C:24]([C:25]([C:8]3[CH:9]=[CH:10][C:5]4[N:4]=[N:3][N:2]([CH3:1])[C:6]=4[CH:7]=3)=[N:26][N:27]2[C:30]([C:31]2[CH:32]=[CH:33][CH:34]=[CH:35][CH:36]=2)([C:43]2[CH:48]=[CH:47][CH:46]=[CH:45][CH:44]=2)[C:37]2[CH:38]=[CH:39][CH:40]=[CH:41][CH:42]=2)=[CH:23][C:22]=1[C:50]([O:52][CH3:53])=[O:51], predict the reactants needed to synthesize it. (4) The reactants are: [CH2:1]([O:8][C:9]1[N:14]=[C:13]([O:15][CH2:16][C:17]2[CH:22]=[CH:21][CH:20]=[CH:19][CH:18]=2)[C:12]([CH:23]([CH3:25])[CH3:24])=[C:11](Cl)[N:10]=1)[C:2]1[CH:7]=[CH:6][CH:5]=[CH:4][CH:3]=1.[C:27]([CH2:29][C:30]1[CH:31]=[C:32]([CH:35]=[C:36]([CH3:38])[CH:37]=1)[C:33]#[N:34])#[N:28]. Given the product [CH2:1]([O:8][C:9]1[N:10]=[C:11]([CH:29]([C:27]#[N:28])[C:30]2[CH:31]=[C:32]([CH:35]=[C:36]([CH3:38])[CH:37]=2)[C:33]#[N:34])[C:12]([CH:23]([CH3:25])[CH3:24])=[C:13]([O:15][CH2:16][C:17]2[CH:22]=[CH:21][CH:20]=[CH:19][CH:18]=2)[N:14]=1)[C:2]1[CH:7]=[CH:6][CH:5]=[CH:4][CH:3]=1, predict the reactants needed to synthesize it.